From a dataset of Full USPTO retrosynthesis dataset with 1.9M reactions from patents (1976-2016). Predict the reactants needed to synthesize the given product. (1) Given the product [Br:14][C:5]1[C:4]([N+:11]([O-:13])=[O:12])=[CH:3][C:2]([Br:1])=[C:7]([CH2:8][CH3:9])[N:6]=1, predict the reactants needed to synthesize it. The reactants are: [Br:1][C:2]1[CH:3]=[C:4]([N+:11]([O-:13])=[O:12])[C:5](N)=[N:6][C:7]=1[CH2:8][CH3:9].[BrH:14].BrBr.N([O-])=O.[Na+].[OH-].[Na+]. (2) The reactants are: [Cl-].[CH2:2]([N+:4]1[CH:8]=[CH:7][N:6]([CH3:9])[CH:5]=1)[CH3:3].C.[F:11][C:12]([F:25])([F:24])[S:13]([N-:16][S:17]([C:20]([F:23])([F:22])[F:21])(=[O:19])=[O:18])(=[O:15])=[O:14].[Li+]. Given the product [F:23][C:20]([F:21])([F:22])[S:17]([N-:16][S:13]([C:12]([F:11])([F:24])[F:25])(=[O:14])=[O:15])(=[O:18])=[O:19].[CH2:2]([N+:4]1[CH:8]=[CH:7][N:6]([CH3:9])[CH:5]=1)[CH3:3], predict the reactants needed to synthesize it. (3) Given the product [F:20][C:21]([F:34])([F:33])[S:22]([O:13][C:4]1[C:3]([S:2][CH3:1])=[CH:12][C:11]2[C:6](=[CH:7][CH:8]=[CH:9][CH:10]=2)[CH:5]=1)(=[O:24])=[O:23], predict the reactants needed to synthesize it. The reactants are: [CH3:1][S:2][C:3]1[C:4]([OH:13])=[CH:5][C:6]2[C:11]([CH:12]=1)=[CH:10][CH:9]=[CH:8][CH:7]=2.N1C=CC=CC=1.[F:20][C:21]([F:34])([F:33])[S:22](O[S:22]([C:21]([F:34])([F:33])[F:20])(=[O:24])=[O:23])(=[O:24])=[O:23]. (4) Given the product [CH3:1][O:2][C:3](=[O:17])[CH2:4][O:5][C:6]1[CH:11]=[CH:10][C:9]([O:12][CH2:13][CH2:14][C:18]#[N:19])=[CH:8][C:7]=1[CH3:16], predict the reactants needed to synthesize it. The reactants are: [CH3:1][O:2][C:3](=[O:17])[CH2:4][O:5][C:6]1[CH:11]=[CH:10][C:9]([O:12][CH2:13][CH2:14]Br)=[CH:8][C:7]=1[CH3:16].[C-:18]#[N:19].[Na+].